From a dataset of Reaction yield outcomes from USPTO patents with 853,638 reactions. Predict the reaction yield, written as a fraction of the theoretical maximum amount of product (1.0 means a 100% yield; for example, 0.34 means a 34% yield). The yield is 0.170. The catalyst is C(O)C.[Ni]. The product is [F:1][C:2]1[C:8]([N:9]2[CH2:13][CH2:12][CH2:11][CH2:10]2)=[CH:7][CH:6]=[C:5]([NH2:14])[C:3]=1[NH2:4]. The reactants are [F:1][C:2]1[C:8]([N:9]2[CH2:13][CH2:12][CH2:11][CH2:10]2)=[CH:7][CH:6]=[C:5]([N+:14]([O-])=O)[C:3]=1[NH2:4].